From a dataset of Full USPTO retrosynthesis dataset with 1.9M reactions from patents (1976-2016). Predict the reactants needed to synthesize the given product. (1) Given the product [OH:11][C:6]1[CH:5]=[C:4]([CH:9]=[CH:8][C:7]=1[C:18]#[C:17][Si:14]([CH3:16])([CH3:15])[CH3:13])[C:3]([O:2][CH3:1])=[O:12], predict the reactants needed to synthesize it. The reactants are: [CH3:1][O:2][C:3](=[O:12])[C:4]1[CH:9]=[CH:8][C:7](I)=[C:6]([OH:11])[CH:5]=1.[CH3:13][Si:14]([C:17]#[CH:18])([CH3:16])[CH3:15]. (2) Given the product [Cl:15][C:16]1[C:21]([C:2]#[C:1][C:3]2[C:4](=[O:14])[O:5][C:6]3[C:11]([CH:12]=2)=[CH:10][CH:9]=[C:8]([F:13])[CH:7]=3)=[C:20]([CH3:23])[N:19]=[C:18]([CH3:24])[N:17]=1, predict the reactants needed to synthesize it. The reactants are: [C:1]([C:3]1[C:4](=[O:14])[O:5][C:6]2[C:11]([CH:12]=1)=[CH:10][CH:9]=[C:8]([F:13])[CH:7]=2)#[CH:2].[Cl:15][C:16]1[C:21](I)=[C:20]([CH3:23])[N:19]=[C:18]([CH3:24])[N:17]=1.C(N(CC)CC)C. (3) Given the product [Cl:26][C:22]1[C:21]([F:27])=[C:20]([NH:19][C:10]2[C:9]3[C:14](=[CH:15][C:16]([O:17][CH3:18])=[C:7]([CH:93]=[O:94])[CH:8]=3)[N:13]=[CH:12][N:11]=2)[CH:25]=[CH:24][CH:23]=1, predict the reactants needed to synthesize it. The reactants are: FC(F)(F)S(O[C:7]1[CH:8]=[C:9]2[C:14](=[CH:15][C:16]=1[O:17][CH3:18])[N:13]=[CH:12][N:11]=[C:10]2[NH:19][C:20]1[CH:25]=[CH:24][CH:23]=[C:22]([Cl:26])[C:21]=1[F:27])(=O)=O.C(N(CC)CC)C.C1(P(C2C=CC=CC=2)CCCP(C2C=CC=CC=2)C2C=CC=CC=2)C=CC=CC=1.C([SiH](CCCCCCCC)CCCCCCCC)CCCCCCC.CN(C)[CH:93]=[O:94]. (4) Given the product [C:15]([O:14][C:12]([N:9]1[C:5]2=[N:6][C:7]([Cl:8])=[C:2]([Br:1])[N:3]=[C:4]2[CH:11]=[CH:10]1)=[O:13])([CH3:18])([CH3:17])[CH3:16], predict the reactants needed to synthesize it. The reactants are: [Br:1][C:2]1[N:3]=[C:4]2[CH:11]=[CH:10][NH:9][C:5]2=[N:6][C:7]=1[Cl:8].[C:12](O[C:12]([O:14][C:15]([CH3:18])([CH3:17])[CH3:16])=[O:13])([O:14][C:15]([CH3:18])([CH3:17])[CH3:16])=[O:13]. (5) Given the product [NH2:14][C:15]1[C:20]2[C:21]([C:24]3[CH:29]=[CH:28][C:27]([NH:30][C:11]([C:3]4[N:2]([CH3:1])[C:10]5[C:5]([CH:4]=4)=[CH:6][CH:7]=[CH:8][CH:9]=5)=[O:12])=[C:26]([O:31][CH3:32])[CH:25]=3)=[CH:22][S:23][C:19]=2[C:18]([NH:33][C:34](=[O:44])[CH2:35][CH2:36][N:37]2[CH2:38][CH2:39][CH:40]([OH:43])[CH2:41][CH2:42]2)=[CH:17][N:16]=1, predict the reactants needed to synthesize it. The reactants are: [CH3:1][N:2]1[C:10]2[C:5](=[CH:6][CH:7]=[CH:8][CH:9]=2)[CH:4]=[C:3]1[C:11](Cl)=[O:12].[NH2:14][C:15]1[C:20]2[C:21]([C:24]3[CH:29]=[CH:28][C:27]([NH2:30])=[C:26]([O:31][CH3:32])[CH:25]=3)=[CH:22][S:23][C:19]=2[C:18]([NH:33][C:34](=[O:44])[CH2:35][CH2:36][N:37]2[CH2:42][CH2:41][CH:40]([OH:43])[CH2:39][CH2:38]2)=[CH:17][N:16]=1. (6) Given the product [O:1]1[C:5]2[CH:6]=[CH:7][C:8]([NH:10][C:11]3[C:12]4[CH:19]=[C:18]([C:20]5[CH:25]=[CH:24][C:23]([CH2:26][Cl:30])=[CH:22][CH:21]=5)[NH:17][C:13]=4[N:14]=[CH:15][N:16]=3)=[CH:9][C:4]=2[O:3][CH2:2]1, predict the reactants needed to synthesize it. The reactants are: [O:1]1[C:5]2[CH:6]=[CH:7][C:8]([NH:10][C:11]3[C:12]4[CH:19]=[C:18]([C:20]5[CH:25]=[CH:24][C:23]([CH2:26]O)=[CH:22][CH:21]=5)[NH:17][C:13]=4[N:14]=[CH:15][N:16]=3)=[CH:9][C:4]=2[O:3][CH2:2]1.S(Cl)([Cl:30])=O. (7) Given the product [C:27]([O:31][C:32]([NH:34][CH2:35][C:36]1[CH:42]=[CH:41][C:39]([NH:40]/[C:16](=[C:6]2\[C:5](=[O:26])[NH:4][C:12]3[C:7]\2=[CH:8][C:9]([N+:13]([O-:15])=[O:14])=[CH:10][CH:11]=3)/[C:17]2[CH:22]=[CH:21][CH:20]=[CH:19][CH:18]=2)=[CH:38][CH:37]=1)=[O:33])([CH3:30])([CH3:28])[CH3:29], predict the reactants needed to synthesize it. The reactants are: C([N:4]1[C:12]2[C:7](=[CH:8][C:9]([N+:13]([O-:15])=[O:14])=[CH:10][CH:11]=2)[C:6](=[C:16](OCC)[C:17]2[CH:22]=[CH:21][CH:20]=[CH:19][CH:18]=2)[C:5]1=[O:26])(=O)C.[C:27]([O:31][C:32]([NH:34][CH2:35][C:36]1[CH:42]=[CH:41][C:39]([NH2:40])=[CH:38][CH:37]=1)=[O:33])([CH3:30])([CH3:29])[CH3:28].[OH-].[Na+].